Dataset: Full USPTO retrosynthesis dataset with 1.9M reactions from patents (1976-2016). Task: Predict the reactants needed to synthesize the given product. (1) Given the product [Br:32][CH:23]1[C:9]2[C:10](=[N:11][C:12]([C:13]3[CH:18]=[CH:17][C:16]([CH3:19])=[CH:15][CH:14]=3)=[C:7]([C:4]3[CH:3]=[CH:2][C:1]([CH3:31])=[CH:6][CH:5]=3)[N:8]=2)[N:20]([C:24]([O:26][C:27]([CH3:28])([CH3:30])[CH3:29])=[O:25])[CH2:21][CH2:22]1, predict the reactants needed to synthesize it. The reactants are: [C:1]1([CH3:31])[CH:6]=[CH:5][C:4]([C:7]2[N:8]=[C:9]3[CH2:23][CH2:22][CH2:21][N:20]([C:24]([O:26][C:27]([CH3:30])([CH3:29])[CH3:28])=[O:25])[C:10]3=[N:11][C:12]=2[C:13]2[CH:18]=[CH:17][C:16]([CH3:19])=[CH:15][CH:14]=2)=[CH:3][CH:2]=1.[Br:32]N1C(=O)CCC1=O.C(OOC(=O)CCCCCCCCCCC)(=O)CCCCCCCCCCC. (2) The reactants are: [N:1]1[C:10]2[C:5](=[CH:6][C:7]([OH:11])=[CH:8][CH:9]=2)[CH:4]=[CH:3][CH:2]=1.[CH2:12]([N:18]=[C:19]=[O:20])[CH2:13][CH2:14][CH2:15][CH2:16][CH3:17].C(N(CC)CC)C. Given the product [N:1]1[C:10]2[C:5](=[CH:6][C:7]([O:11][C:19](=[O:20])[NH:18][CH2:12][CH2:13][CH2:14][CH2:15][CH2:16][CH3:17])=[CH:8][CH:9]=2)[CH:4]=[CH:3][CH:2]=1, predict the reactants needed to synthesize it. (3) Given the product [CH3:17][N:5]1[C:6]([C:7]2[CH:8]=[C:9]([C:13]([O:15][CH3:16])=[O:14])[S:10][C:11]=2[CH3:12])=[C:2]([CH3:18])[CH:3]=[N:4]1, predict the reactants needed to synthesize it. The reactants are: Br[C:2]1[CH:3]=[N:4][N:5]([CH3:17])[C:6]=1[C:7]1[CH:8]=[C:9]([C:13]([O:15][CH3:16])=[O:14])[S:10][C:11]=1[CH3:12].[C:18](=O)([O-])[O-].[K+].[K+].CB1OB(C)OB(C)O1. (4) Given the product [CH3:1][C:2]([CH3:18])([CH2:6][CH2:7][CH2:8][CH2:9][CH2:10][CH2:11][CH2:12][CH2:13][CH2:14][CH2:15][CH2:16][CH3:17])[C:3]([O:5][CH2:28][Cl:29])=[O:4], predict the reactants needed to synthesize it. The reactants are: [CH3:1][C:2]([CH3:18])([CH2:6][CH2:7][CH2:8][CH2:9][CH2:10][CH2:11][CH2:12][CH2:13][CH2:14][CH2:15][CH2:16][CH3:17])[C:3]([OH:5])=[O:4].C(=O)([O-])O.[Na+].S(Cl)(O[CH2:28][Cl:29])(=O)=O.ClCCl. (5) Given the product [O:1]1[CH2:5][CH2:4][O:3][CH:2]1[CH2:6][CH2:7][CH2:8][CH2:9][O:10][C:11]1[CH:12]=[C:13]([C@@:17]([OH:36])([C:30]2[CH:35]=[CH:34][CH:33]=[CH:32][CH:31]=2)[C:18]([OH:20])=[O:19])[CH:14]=[CH:15][CH:16]=1, predict the reactants needed to synthesize it. The reactants are: [O:1]1[CH2:5][CH2:4][O:3][CH:2]1[CH2:6][CH2:7][CH2:8][CH2:9][O:10][C:11]1[CH:12]=[C:13]([C@@:17]([OH:36])([C:30]2[CH:35]=[CH:34][CH:33]=[CH:32][CH:31]=2)[C:18]([O:20]CCCCC2OCCO2)=[O:19])[CH:14]=[CH:15][CH:16]=1.[OH-].[Na+]. (6) Given the product [F:18][C:17]([F:20])([F:19])[C:13]1[CH:12]=[C:11]([C:10]2[CH:9]=[N:8][N:5]3[CH:6]=[CH:7][C:2]([NH:21][C@H:22]4[CH2:27][CH2:26][C@H:25]([OH:28])[CH2:24][CH2:23]4)=[N:3][C:4]=23)[CH:16]=[CH:15][CH:14]=1, predict the reactants needed to synthesize it. The reactants are: Cl[C:2]1[CH:7]=[CH:6][N:5]2[N:8]=[CH:9][C:10]([C:11]3[CH:16]=[CH:15][CH:14]=[C:13]([C:17]([F:20])([F:19])[F:18])[CH:12]=3)=[C:4]2[N:3]=1.[NH2:21][CH:22]1[CH2:27][CH2:26][CH:25]([OH:28])[CH2:24][CH2:23]1.CCN(C(C)C)C(C)C. (7) Given the product [Br:1][C:2]1[CH:3]=[C:4]2[C:10]([C:26]3[CH:27]=[C:28]([N:32]4[CH2:33][CH2:34][CH:35]([NH:38][C:39](=[O:45])[O:40][C:41]([CH3:43])([CH3:42])[CH3:44])[CH2:36][CH2:37]4)[CH:29]=[N:30][CH:31]=3)=[N:9][N:8]([CH:12]3[CH2:17][CH2:16][CH2:15][CH2:14][O:13]3)[C:5]2=[CH:6][N:7]=1, predict the reactants needed to synthesize it. The reactants are: [Br:1][C:2]1[CH:3]=[C:4]2[C:10](I)=[N:9][N:8]([CH:12]3[CH2:17][CH2:16][CH2:15][CH2:14][O:13]3)[C:5]2=[CH:6][N:7]=1.CC1(C)C(C)(C)OB([C:26]2[CH:27]=[C:28]([N:32]3[CH2:37][CH2:36][CH:35]([NH:38][C:39](=[O:45])[O:40][C:41]([CH3:44])([CH3:43])[CH3:42])[CH2:34][CH2:33]3)[CH:29]=[N:30][CH:31]=2)O1.C([O-])(=O)C.[K+]. (8) Given the product [Cl:1][C:2]1[CH:7]=[CH:6][C:5]([S:8]([NH:11][CH:12]([CH3:13])[C:14](=[O:15])[CH2:20][CH2:21][CH3:22])(=[O:10])=[O:9])=[CH:4][CH:3]=1, predict the reactants needed to synthesize it. The reactants are: [Cl:1][C:2]1[CH:7]=[CH:6][C:5]([S:8]([NH:11][C@H:12]([C:14](N(OC)C)=[O:15])[CH3:13])(=[O:10])=[O:9])=[CH:4][CH:3]=1.[CH2:20]([Mg]Cl)[CH2:21][CH3:22].